Task: Regression. Given a peptide amino acid sequence and an MHC pseudo amino acid sequence, predict their binding affinity value. This is MHC class II binding data.. Dataset: Peptide-MHC class II binding affinity with 134,281 pairs from IEDB (1) The peptide sequence is PLGLLLKNLTTSSYV. The MHC is DRB1_1302 with pseudo-sequence DRB1_1302. The binding affinity (normalized) is 0.173. (2) The peptide sequence is PANDKFTVFEAAFNNAIKAS. The MHC is DRB1_0701 with pseudo-sequence DRB1_0701. The binding affinity (normalized) is 0.796. (3) The peptide sequence is IDLTKIDRCFQLRGNGV. The MHC is HLA-DQA10501-DQB10201 with pseudo-sequence HLA-DQA10501-DQB10201. The binding affinity (normalized) is 0.0685. (4) The peptide sequence is SLLMWITQCFLPV. The binding affinity (normalized) is 0.856. The MHC is HLA-DPA10103-DPB10401 with pseudo-sequence HLA-DPA10103-DPB10401. (5) The peptide sequence is ITKLGAKPDGKTDCT. The MHC is DRB1_1201 with pseudo-sequence DRB1_1201. The binding affinity (normalized) is 0.436. (6) The peptide sequence is KFDSQLARRHMARELH. The MHC is DRB1_0701 with pseudo-sequence DRB1_0701. The binding affinity (normalized) is 0.381. (7) The peptide sequence is SLRETACLGKAYAQMWT. The MHC is DRB1_0101 with pseudo-sequence DRB1_0101. The binding affinity (normalized) is 0.632. (8) The peptide sequence is EAKYDAYVATVSEAL. The MHC is DRB1_0802 with pseudo-sequence DRB1_0802. The binding affinity (normalized) is 0.290. (9) The peptide sequence is YQNPTTYISVGTSTLNQ. The MHC is HLA-DQA10401-DQB10402 with pseudo-sequence HLA-DQA10401-DQB10402. The binding affinity (normalized) is 0.0945. (10) The peptide sequence is EAMSQVTNSATIMMQR. The MHC is DRB4_0101 with pseudo-sequence DRB4_0103. The binding affinity (normalized) is 0.575.